Predict the reaction yield, written as a fraction of the theoretical maximum amount of product (1.0 means a 100% yield; for example, 0.34 means a 34% yield). From a dataset of Reaction yield outcomes from USPTO patents with 853,638 reactions. (1) The reactants are [C:1]12([C:11](O)=[O:12])[CH2:10][CH:5]3[CH2:6][CH:7]([CH2:9][CH:3]([CH2:4]3)[CH2:2]1)[CH2:8]2.Br.[O:15]1[C:20]2[CH:21]=[CH:22][CH:23]=[C:24]([O:25][CH2:26][CH2:27][N:28]3[C:32]([CH3:33])=[C:31]([CH3:34])[S:30][C:29]3=[NH:35])[C:19]=2[O:18][CH2:17][CH2:16]1. No catalyst specified. The product is [O:15]1[C:20]2[CH:21]=[CH:22][CH:23]=[C:24]([O:25][CH2:26][CH2:27][N:28]3[C:32]([CH3:33])=[C:31]([CH3:34])[S:30][C:29]3=[N:35][C:11]([C:1]34[CH2:8][CH:7]5[CH2:6][CH:5]([CH2:4][CH:3]([CH2:9]5)[CH2:2]3)[CH2:10]4)=[O:12])[C:19]=2[O:18][CH2:17][CH2:16]1. The yield is 0.600. (2) The reactants are CS(C)=O.[F:5][C:6]1[CH:7]=[CH:8][C:9]([O:12][CH2:13][C:14]2[CH:19]=[CH:18][C:17](/[CH:20]=[CH:21]/[N+:22]([O-:24])=[O:23])=[CH:16][CH:15]=2)=[N:10][CH:11]=1.[BH4-].[Na+]. The catalyst is C(O)(=O)C. The product is [F:5][C:6]1[CH:7]=[CH:8][C:9]([O:12][CH2:13][C:14]2[CH:19]=[CH:18][C:17]([CH2:20][CH2:21][N+:22]([O-:24])=[O:23])=[CH:16][CH:15]=2)=[N:10][CH:11]=1. The yield is 0.560. (3) The reactants are C1(P(C2C=CC=CC=2)C2C=CC=CC=2)C=CC=CC=1.C(NC(C)C)(C)C.Br[C:28]1[CH:33]=[CH:32][C:31]([NH:34][C:35](=[O:37])[CH3:36])=[CH:30][CH:29]=1.[C:38]([C:40]1[CH:45]=[CH:44][C:43]([CH2:46][C:47]([NH:49][NH:50][C:51]([O:53][C:54]([CH3:57])([CH3:56])[CH3:55])=[O:52])=[O:48])=[CH:42][CH:41]=1)#[CH:39]. The catalyst is C([O-])(=O)C.[Pd+2].C([O-])(=O)C.C(#N)C. The product is [C:35]([NH:34][C:31]1[CH:32]=[CH:33][C:28]([C:39]#[C:38][C:40]2[CH:41]=[CH:42][C:43]([CH2:46][C:47]([NH:49][NH:50][C:51]([O:53][C:54]([CH3:57])([CH3:56])[CH3:55])=[O:52])=[O:48])=[CH:44][CH:45]=2)=[CH:29][CH:30]=1)(=[O:37])[CH3:36]. The yield is 0.200. (4) The reactants are [Br:1][C:2]1[C:3]([O:13][CH3:14])=[CH:4][C:5]([CH3:12])=[C:6]([NH:8]C(=O)C)[CH:7]=1.Cl.C([O-])(O)=O.[Na+]. The catalyst is CO. The product is [Br:1][C:2]1[C:3]([O:13][CH3:14])=[CH:4][C:5]([CH3:12])=[C:6]([CH:7]=1)[NH2:8]. The yield is 0.840. (5) The reactants are [CH2:1]([C:4]1[NH:5][C:6]2[C:11]([CH:12]=1)=[C:10]([C:13]([F:16])([F:15])[F:14])[C:9]([C:17]#[N:18])=[CH:8][CH:7]=2)[CH2:2][CH3:3].C([O-])([O-])=O.[Cs+].[Cs+].Br[CH2:26][C:27]1[N:28]=[CH:29][S:30][CH:31]=1. The catalyst is C(#N)C. The product is [CH2:1]([C:4]1[N:5]([CH2:26][C:27]2[N:28]=[CH:29][S:30][CH:31]=2)[C:6]2[C:11]([CH:12]=1)=[C:10]([C:13]([F:15])([F:16])[F:14])[C:9]([C:17]#[N:18])=[CH:8][CH:7]=2)[CH2:2][CH3:3]. The yield is 0.820. (6) The reactants are [N+:1]([C:4]1[C:17]2[C:16](=[O:18])[C:15]3[C:10](=[CH:11][CH:12]=[CH:13][C:14]=3[N+:19]([O-])=O)[C:9](=[O:22])[C:8]=2[CH:7]=[CH:6][CH:5]=1)([O-])=O.C(O)C.O.O.O.O.O.O.O.O.O.[S-2].[Na+].[Na+].[OH-].[Na+]. The catalyst is O. The product is [NH2:1][C:4]1[C:17]2[C:16](=[O:18])[C:15]3[C:10](=[CH:11][CH:12]=[CH:13][C:14]=3[NH2:19])[C:9](=[O:22])[C:8]=2[CH:7]=[CH:6][CH:5]=1. The yield is 0.730. (7) The reactants are [CH3:1][N:2]1[CH2:7][CH2:6][N:5]([C:8]2[CH:9]=[CH:10][C:11]([N+:15]([O-])=O)=[C:12]([CH:14]=2)[NH2:13])[CH2:4][CH2:3]1.Cl.C(O[C:22](=N)[CH2:23][C:24]([O:26][CH2:27][CH3:28])=[O:25])C.[OH-].[Na+]. The catalyst is O. The product is [CH2:27]([O:26][C:24](=[O:25])[CH2:23][C:22]1[NH:13][C:12]2[CH:14]=[C:8]([N:5]3[CH2:6][CH2:7][N:2]([CH3:1])[CH2:3][CH2:4]3)[CH:9]=[CH:10][C:11]=2[N:15]=1)[CH3:28]. The yield is 0.901. (8) The reactants are [Si]([O:8][CH2:9][CH2:10][C@H:11]1[CH2:22][CH2:21][C:20]2[S:19][C:18]3[N:17]=[CH:16][N:15]=[C:14]([O:23][CH:24]4[CH2:29][CH2:28][CH:27]([N:30]5[CH2:35][CH2:34][O:33][CH2:32][CH2:31]5)[CH2:26][CH2:25]4)[C:13]=3[C:12]1=2)(C(C)(C)C)(C)C.Cl. The catalyst is CO. The product is [N:30]1([CH:27]2[CH2:26][CH2:25][CH:24]([O:23][C:14]3[C:13]4[C:12]5[C@@H:11]([CH2:10][CH2:9][OH:8])[CH2:22][CH2:21][C:20]=5[S:19][C:18]=4[N:17]=[CH:16][N:15]=3)[CH2:29][CH2:28]2)[CH2:31][CH2:32][O:33][CH2:34][CH2:35]1. The yield is 0.910. (9) The reactants are [CH:1]1([NH:4][C:5]([C:7]2[CH:12]=[CH:11][C:10](B(O)O)=[CH:9][CH:8]=2)=[O:6])[CH2:3][CH2:2]1.Br[C:17]1[CH:22]=[CH:21][C:20]([O:23][CH2:24][CH:25]2[CH2:30][CH2:29][N:28]([C:31]3[O:35][N:34]=[C:33]([CH:36]([CH3:38])[CH3:37])[N:32]=3)[CH2:27][CH2:26]2)=[CH:19][CH:18]=1.C([O-])([O-])=O.[Na+].[Na+]. The catalyst is Cl[Pd](Cl)([P](C1C=CC=CC=1)(C1C=CC=CC=1)C1C=CC=CC=1)[P](C1C=CC=CC=1)(C1C=CC=CC=1)C1C=CC=CC=1.COCCOC. The product is [CH:1]1([NH:4][C:5]([C:7]2[CH:12]=[CH:11][C:10]([C:17]3[CH:18]=[CH:19][C:20]([O:23][CH2:24][CH:25]4[CH2:30][CH2:29][N:28]([C:31]5[O:35][N:34]=[C:33]([CH:36]([CH3:38])[CH3:37])[N:32]=5)[CH2:27][CH2:26]4)=[CH:21][CH:22]=3)=[CH:9][CH:8]=2)=[O:6])[CH2:3][CH2:2]1. The yield is 0.0500.